This data is from TCR-epitope binding with 47,182 pairs between 192 epitopes and 23,139 TCRs. The task is: Binary Classification. Given a T-cell receptor sequence (or CDR3 region) and an epitope sequence, predict whether binding occurs between them. (1) The epitope is SSNVANYQK. The TCR CDR3 sequence is CASRDYGYTF. Result: 0 (the TCR does not bind to the epitope). (2) The epitope is KLFIRQEEV. The TCR CDR3 sequence is CASSSTYSYEQYF. Result: 0 (the TCR does not bind to the epitope). (3) The epitope is ISDYDYYRY. The TCR CDR3 sequence is CASSQGGNQPQHF. Result: 0 (the TCR does not bind to the epitope). (4) The epitope is FLRGRAYGL. The TCR CDR3 sequence is CASSVASGTDTQYF. Result: 1 (the TCR binds to the epitope). (5) The epitope is FRYMNSQGL. The TCR CDR3 sequence is CASSLLASGTYEQYF. Result: 0 (the TCR does not bind to the epitope). (6) The epitope is SGPLKAEIAQRLED. The TCR CDR3 sequence is CASQTVATDTQYF. Result: 0 (the TCR does not bind to the epitope). (7) The epitope is RISNCVADY. The TCR CDR3 sequence is CASSFYNEQFF. Result: 0 (the TCR does not bind to the epitope). (8) The epitope is ALSKGVHFV. The TCR CDR3 sequence is CASSPIVDRNTDTQYF. Result: 1 (the TCR binds to the epitope). (9) The epitope is SSTFNVPMEKLK. The TCR CDR3 sequence is CASSQDISRGQTLFGNSPLHF. Result: 0 (the TCR does not bind to the epitope). (10) The epitope is RPRGEVRFL. The TCR CDR3 sequence is CASSKSGPVSPEAFF. Result: 0 (the TCR does not bind to the epitope).